From a dataset of Catalyst prediction with 721,799 reactions and 888 catalyst types from USPTO. Predict which catalyst facilitates the given reaction. Reactant: Cl[C:2]1[N:7]=[C:6]([S:8][CH3:9])[N:5]=[C:4]2[N:10]([CH2:13][O:14][CH2:15][CH2:16][Si:17]([CH3:20])([CH3:19])[CH3:18])[N:11]=[CH:12][C:3]=12.C(N(CC)CC)C.[NH2:28][CH2:29][C@@H:30]([OH:32])[CH3:31]. Product: [CH3:9][S:8][C:6]1[N:5]=[C:4]2[N:10]([CH2:13][O:14][CH2:15][CH2:16][Si:17]([CH3:20])([CH3:19])[CH3:18])[N:11]=[CH:12][C:3]2=[C:2]([NH:28][CH2:29][C@H:30]([OH:32])[CH3:31])[N:7]=1. The catalyst class is: 1.